Dataset: Reaction yield outcomes from USPTO patents with 853,638 reactions. Task: Predict the reaction yield, written as a fraction of the theoretical maximum amount of product (1.0 means a 100% yield; for example, 0.34 means a 34% yield). (1) The reactants are [C:1]([O:5][C:6](=[O:30])[NH:7][C:8]1[CH:13]=[CH:12][C:11]([Sn](CCCC)(CCCC)CCCC)=[CH:10][C:9]=1[N+:27]([O-:29])=[O:28])([CH3:4])([CH3:3])[CH3:2].[C:31]([O:35][C:36]([N:38]1[CH2:43][CH:42]=[C:41](OS(C(F)(F)F)(=O)=O)[CH2:40][CH2:39]1)=[O:37])([CH3:34])([CH3:33])[CH3:32]. No catalyst specified. The product is [C:31]([O:35][C:36]([N:38]1[CH2:39][CH:40]=[C:41]([C:11]2[CH:12]=[CH:13][C:8]([NH:7][C:6]([O:5][C:1]([CH3:2])([CH3:3])[CH3:4])=[O:30])=[C:9]([N+:27]([O-:29])=[O:28])[CH:10]=2)[CH2:42][CH2:43]1)=[O:37])([CH3:34])([CH3:32])[CH3:33]. The yield is 0.520. (2) The reactants are [Na].[CH3:2][O:3][CH2:4][CH2:5][CH2:6][O:7][C:8]1[CH:13]=[CH:12][N:11]=[C:10]([CH2:14][S:15]([C:17]2[NH:21][C:20]3[CH:22]=[CH:23][CH:24]=[CH:25][C:19]=3[N:18]=2)=[O:16])[C:9]=1[CH3:26].CCN(CC)CC.[C:34]1([CH3:62])[CH:39]=[CH:38][C:37]([S:40]([CH2:43][CH2:44][O:45][C:46](=[O:61])[CH2:47][O:48][C:49]2[CH:54]=[C:53]([CH3:55])[C:52]([S:56](Cl)(=[O:58])=[O:57])=[C:51]([CH3:60])[CH:50]=2)(=[O:42])=[O:41])=[CH:36][CH:35]=1.C([O-])(O)=O.[Na+]. The catalyst is C(Cl)Cl. The product is [C:34]1([CH3:62])[CH:39]=[CH:38][C:37]([S:40]([CH2:43][CH2:44][O:45][C:46](=[O:61])[CH2:47][O:48][C:49]2[CH:50]=[C:51]([CH3:60])[C:52]([S:56]([N:21]3[C:20]4[CH:22]=[CH:23][CH:24]=[CH:25][C:19]=4[N:18]=[C:17]3[S:15]([CH2:14][C:10]3[C:9]([CH3:26])=[C:8]([O:7][CH2:6][CH2:5][CH2:4][O:3][CH3:2])[CH:13]=[CH:12][N:11]=3)=[O:16])(=[O:57])=[O:58])=[C:53]([CH3:55])[CH:54]=2)(=[O:41])=[O:42])=[CH:36][CH:35]=1. The yield is 0.770.